This data is from Full USPTO retrosynthesis dataset with 1.9M reactions from patents (1976-2016). The task is: Predict the reactants needed to synthesize the given product. (1) The reactants are: C([Si](C)(C)[O:6][CH2:7][CH2:8][N:9]([CH2:45][C:46]1[CH:51]=[CH:50][C:49]([F:52])=[CH:48][CH:47]=1)[C:10]([C:12]1[C:17]([O:18][CH2:19][C:20]2[CH:25]=[CH:24][C:23]([O:26][CH3:27])=[CH:22][CH:21]=2)=[C:16]([O:28][CH2:29][C:30]2[CH:35]=[CH:34][C:33]([O:36][CH3:37])=[CH:32][CH:31]=2)[N:15]=[C:14]([C:38]2[CH:43]=[CH:42][C:41]([CH3:44])=[CH:40][CH:39]=2)[N:13]=1)=[O:11])(C)(C)C.CCCC[N+](CCCC)(CCCC)CCCC.[F-]. Given the product [F:52][C:49]1[CH:48]=[CH:47][C:46]([CH2:45][N:9]([CH2:8][CH2:7][OH:6])[C:10]([C:12]2[C:17]([O:18][CH2:19][C:20]3[CH:21]=[CH:22][C:23]([O:26][CH3:27])=[CH:24][CH:25]=3)=[C:16]([O:28][CH2:29][C:30]3[CH:35]=[CH:34][C:33]([O:36][CH3:37])=[CH:32][CH:31]=3)[N:15]=[C:14]([C:38]3[CH:39]=[CH:40][C:41]([CH3:44])=[CH:42][CH:43]=3)[N:13]=2)=[O:11])=[CH:51][CH:50]=1, predict the reactants needed to synthesize it. (2) Given the product [CH3:33][N:3]([CH3:2])[C@H:6]1[CH2:8][C@H:7]1[NH:9][C:10]([C:12]1[CH:16]=[C:15]([C:17]2[CH:22]=[CH:21][CH:20]=[CH:19][CH:18]=2)[N:14]([C:23]2[CH:24]=[N:25][C:26]([O:29][CH3:30])=[CH:27][CH:28]=2)[N:13]=1)=[O:11], predict the reactants needed to synthesize it. The reactants are: [BH4-].[C:2]([Na])#[N:3].N[C@H:6]1[CH2:8][C@H:7]1[NH:9][C:10]([C:12]1[CH:16]=[C:15]([C:17]2[CH:22]=[CH:21][CH:20]=[CH:19][CH:18]=2)[N:14]([C:23]2[CH:24]=[N:25][C:26]([O:29][CH3:30])=[CH:27][CH:28]=2)[N:13]=1)=[O:11].C=O.[C:33](=O)(O)[O-].[Na+].